This data is from Full USPTO retrosynthesis dataset with 1.9M reactions from patents (1976-2016). The task is: Predict the reactants needed to synthesize the given product. (1) Given the product [Si:1]([O:8][CH2:9][CH2:10][C:11](=[O:16])[C:12]([O:14][CH3:15])=[O:13])([C:4]([CH3:6])([CH3:5])[CH3:7])([CH3:3])[CH3:2], predict the reactants needed to synthesize it. The reactants are: [Si:1]([O:8][CH2:9][CH2:10][CH:11]([OH:16])[C:12]([O:14][CH3:15])=[O:13])([C:4]([CH3:7])([CH3:6])[CH3:5])([CH3:3])[CH3:2].CC(OI1(OC(C)=O)(OC(C)=O)OC(=O)C2C=CC=CC1=2)=O. (2) Given the product [C:19]([O:18][C:17]([NH:16][C@@H:14]([CH3:15])[CH2:13][O:1][C:2]1[CH:3]=[CH:4][C:5]([C:8]([O:10][CH3:11])=[O:9])=[N:6][CH:7]=1)=[O:23])([CH3:22])([CH3:21])[CH3:20], predict the reactants needed to synthesize it. The reactants are: [OH:1][C:2]1[CH:3]=[CH:4][C:5]([C:8]([O:10][CH3:11])=[O:9])=[N:6][CH:7]=1.O[CH2:13][C@@H:14]([NH:16][C:17](=[O:23])[O:18][C:19]([CH3:22])([CH3:21])[CH3:20])[CH3:15].C1(P(C2C=CC=CC=2)C2C=CC=CC=2)C=CC=CC=1.N(C(OC(C)C)=O)=NC(OC(C)C)=O. (3) Given the product [Br:16][C:15]1[S:14][C:13]([S:17](=[O:19])(=[O:18])[NH:36][CH2:35][CH2:34][N:28]2[CH2:33][CH2:32][O:31][CH2:30][CH2:29]2)=[CH:12][C:11]=1[C:7]1[S:6][C:5]([NH:4][C:1](=[O:3])[CH3:2])=[N:9][C:8]=1[CH3:10], predict the reactants needed to synthesize it. The reactants are: [C:1]([NH:4][C:5]1[S:6][C:7]([C:11]2[CH:12]=[C:13]([S:17](Cl)(=[O:19])=[O:18])[S:14][C:15]=2[Br:16])=[C:8]([CH3:10])[N:9]=1)(=[O:3])[CH3:2].C(N(CC)CC)C.[N:28]1([CH2:34][CH2:35][NH2:36])[CH2:33][CH2:32][O:31][CH2:30][CH2:29]1. (4) Given the product [Br:12][C:3]1[C:4]2[S:9][C:8]([C:25](=[O:24])[CH2:26][CH2:27][CH2:28][CH2:29][CH2:30][CH2:31][CH2:32][CH2:33][CH2:34][CH2:35][CH2:36][CH2:14][CH2:15][CH2:16][CH2:17][CH2:18][CH3:13])=[C:7]([Br:11])[C:5]=2[S:6][C:2]=1[C:29](=[O:47])[CH2:30][CH2:31][CH2:32][CH2:33][CH2:34][CH2:35][CH2:36][CH2:37][CH2:38][CH2:39][CH2:40][CH2:41][CH2:42][CH2:43][CH2:44][CH2:45][CH3:46], predict the reactants needed to synthesize it. The reactants are: Br[C:2]1[S:6][C:5]2[C:7]([Br:11])=[C:8](Br)[S:9][C:4]=2[C:3]=1[Br:12].[C:13]1([Li])[CH:18]=[CH:17][CH:16]=[CH:15][CH:14]=1.C([O:24][CH2:25][CH2:26][CH2:27][CH3:28])CCC.[C:29](Cl)(=[O:47])[CH2:30][CH2:31][CH2:32][CH2:33][CH2:34][CH2:35][CH2:36][CH2:37][CH2:38][CH2:39][CH2:40][CH2:41][CH2:42][CH2:43][CH2:44][CH2:45][CH3:46].O. (5) Given the product [F:1][C:2]1[CH:10]=[C:9]([CH3:11])[C:8]2[N:7]([CH2:21][C:22]([C:25]3[CH:30]=[CH:29][N:28]=[CH:27][CH:26]=3)([OH:23])[CH3:24])[C:6]3[CH2:12][CH2:13][N:14]4[C@H:18]([C:5]=3[C:4]=2[CH:3]=1)[CH2:17][CH2:16][CH2:15]4, predict the reactants needed to synthesize it. The reactants are: [F:1][C:2]1[CH:10]=[C:9]([CH3:11])[C:8]2[NH:7][C:6]3[CH2:12][CH2:13][N:14]4[C@H:18]([C:5]=3[C:4]=2[CH:3]=1)[CH2:17][CH2:16][CH2:15]4.[H-].[Na+].[CH3:21][C:22]1([C:25]2[CH:30]=[CH:29][N:28]=[CH:27][CH:26]=2)[CH2:24][O:23]1.